Dataset: Retrosynthesis with 50K atom-mapped reactions and 10 reaction types from USPTO. Task: Predict the reactants needed to synthesize the given product. (1) Given the product CC(C)Oc1ccc(-c2nc(-c3cccc4c3CC[C@@H]4NS(=O)(=O)CC(=O)N(C)C)no2)cc1C#N, predict the reactants needed to synthesize it. The reactants are: CC(C)Oc1ccc(-c2nc(-c3cccc4c3CC[C@@H]4NS(=O)(=O)CC(=O)O)no2)cc1C#N.CNC. (2) Given the product CCNc1nn(C)c2cc(Oc3ccnc4cc(OC)c(OC)cc34)ccc12, predict the reactants needed to synthesize it. The reactants are: CC=O.COc1cc2nccc(Oc3ccc4c(N)nn(C)c4c3)c2cc1OC. (3) The reactants are: C1COCCN1.Cc1cc(Br)c2nc(O)cc(=O)n2c1. Given the product Cc1cc(Br)c2nc(N3CCOCC3)cc(=O)n2c1, predict the reactants needed to synthesize it.